Dataset: Forward reaction prediction with 1.9M reactions from USPTO patents (1976-2016). Task: Predict the product of the given reaction. (1) The product is: [CH:1]1([CH2:4][NH:5][C:6]2[CH:11]=[CH:10][N:9]=[C:8]([C:12]3[CH:13]=[CH:14][C:15]([CH2:16][NH2:17])=[CH:25][CH:26]=3)[N:7]=2)[CH2:3][CH2:2]1. Given the reactants [CH:1]1([CH2:4][NH:5][C:6]2[CH:11]=[CH:10][N:9]=[C:8]([C:12]3[CH:26]=[CH:25][C:15]([CH2:16][NH:17]C(OC(C)(C)C)=O)=[CH:14][CH:13]=3)[N:7]=2)[CH2:3][CH2:2]1.FC(F)(F)C(O)=O, predict the reaction product. (2) Given the reactants [C:1]([C:3]1[C:8]([C:9]2[CH:14]=[CH:13][CH:12]=[C:11]([CH:15]=O)[CH:10]=2)=[CH:7][C:6]([CH2:17][NH:18][C:19]([C:21]2[CH:26]=[CH:25][CH:24]=[C:23]([C:27]([NH:29][CH2:30][C:31]3[C:32]([NH:44][CH:45]4[CH2:50][CH2:49][O:48][CH2:47][CH2:46]4)=[C:33]4[CH:41]=[N:40][N:39]([CH2:42][CH3:43])[C:34]4=[N:35][C:36]=3[CH2:37][CH3:38])=[O:28])[CH:22]=2)=[O:20])=[CH:5][CH:4]=1)#[N:2].[N:51]1(C(OC(C)(C)C)=O)[CH2:57][CH2:56][CH2:55][NH:54][CH2:53][CH2:52]1.C(O[BH-](OC(=O)C)OC(=O)C)(=O)C.[Na+].CC(O)=O, predict the reaction product. The product is: [C:1]([C:3]1[C:8]([C:9]2[CH:14]=[CH:13][CH:12]=[C:11]([CH2:15][N:51]3[CH2:57][CH2:56][CH2:55][NH:54][CH2:53][CH2:52]3)[CH:10]=2)=[CH:7][C:6]([CH2:17][NH:18][C:19]([C:21]2[CH:26]=[CH:25][CH:24]=[C:23]([C:27]([NH:29][CH2:30][C:31]3[C:32]([NH:44][CH:45]4[CH2:50][CH2:49][O:48][CH2:47][CH2:46]4)=[C:33]4[CH:41]=[N:40][N:39]([CH2:42][CH3:43])[C:34]4=[N:35][C:36]=3[CH2:37][CH3:38])=[O:28])[CH:22]=2)=[O:20])=[CH:5][CH:4]=1)#[N:2]. (3) The product is: [CH3:13][O:12][C:5]1[CH:6]=[N:7][C:8]2[C:3]([CH:4]=1)=[C:2]([N:26]1[CH2:27][CH:24]([NH2:23])[CH2:25]1)[CH:11]=[CH:10][CH:9]=2. Given the reactants Br[C:2]1[CH:11]=[CH:10][CH:9]=[C:8]2[C:3]=1[CH:4]=[C:5]([O:12][CH3:13])[CH:6]=[N:7]2.C(OC(=O)[NH:23][CH:24]1[CH2:27][NH:26][CH2:25]1)C1C=CC=CC=1, predict the reaction product. (4) Given the reactants Cl[C:2]1[CH:3]=[CH:4][C:5]([N+:10]([O-:12])=[O:11])=[C:6]([CH:9]=1)[CH2:7][OH:8].[NH:13]1[CH2:18][CH2:17][O:16][CH2:15][CH2:14]1.C([O-])([O-])=O.[K+].[K+], predict the reaction product. The product is: [N:13]1([C:2]2[CH:3]=[CH:4][C:5]([N+:10]([O-:12])=[O:11])=[C:6]([CH2:7][OH:8])[CH:9]=2)[CH2:18][CH2:17][O:16][CH2:15][CH2:14]1. (5) Given the reactants [OH-].[Na+].[NH:3]1[CH:7]=[CH:6][CH:5]=[N:4]1.[CH2:8]([CH:10]1[O:12][CH2:11]1)Cl, predict the reaction product. The product is: [O:12]1[CH2:11][CH:10]1[CH2:8][N:3]1[CH:7]=[CH:6][CH:5]=[N:4]1. (6) The product is: [C:1]([C:3]1[CH:4]=[CH:5][C:6]([N:9]2[CH2:14][CH2:13][CH2:12][C@H:11]([NH:15][C@@H:16]3[CH2:21][CH2:20][CH2:19][CH2:18][C@H:17]3[NH:22][C:23]3[CH:28]=[C:27](/[CH:29]=[CH:30]\[C:31]([OH:33])=[O:32])[CH:26]=[CH:25][N:24]=3)[CH2:10]2)=[CH:7][CH:8]=1)#[N:2]. Given the reactants [C:1]([C:3]1[CH:8]=[CH:7][C:6]([N:9]2[CH2:14][CH2:13][CH2:12][C@H:11]([NH:15][C@@H:16]3[CH2:21][CH2:20][CH2:19][CH2:18][C@H:17]3[NH:22][C:23]3[CH:28]=[C:27](/[CH:29]=[CH:30]\[C:31]([O:33]C(C)(C)C)=[O:32])[CH:26]=[CH:25][N:24]=3)[CH2:10]2)=[CH:5][CH:4]=1)#[N:2].C(O)(C(F)(F)F)=O, predict the reaction product.